Dataset: Full USPTO retrosynthesis dataset with 1.9M reactions from patents (1976-2016). Task: Predict the reactants needed to synthesize the given product. (1) Given the product [CH2:1]([N:21]1[CH:20]=[CH:19][S:18][C:17]1=[S:16])[C:2]1[CH:7]=[CH:6][CH:5]=[CH:4][CH:3]=1, predict the reactants needed to synthesize it. The reactants are: [CH2:1](Cl)[C:2]1[CH:7]=[CH:6][CH:5]=[CH:4][CH:3]=1.C([S:16][C:17]1[S:18][CH2:19][CH2:20][N:21]=1)C1C=CC=CC=1. (2) Given the product [F:17][C:2]([F:1])([F:16])[CH2:3][CH:4]1[C:11]2[CH:10]=[C:9]([C:12]([OH:14])=[O:13])[NH:8][C:7]=2[CH2:6][CH2:5]1, predict the reactants needed to synthesize it. The reactants are: [F:1][C:2]([F:17])([F:16])[CH2:3][CH:4]1[C:11]2[CH:10]=[C:9]([C:12]([O:14]C)=[O:13])[NH:8][C:7]=2[CH2:6][CH2:5]1.[OH-].[Li+].